From a dataset of NCI-60 drug combinations with 297,098 pairs across 59 cell lines. Regression. Given two drug SMILES strings and cell line genomic features, predict the synergy score measuring deviation from expected non-interaction effect. (1) Drug 1: CC1=C(C=C(C=C1)C(=O)NC2=CC(=CC(=C2)C(F)(F)F)N3C=C(N=C3)C)NC4=NC=CC(=N4)C5=CN=CC=C5. Cell line: SW-620. Drug 2: CC1CCCC2(C(O2)CC(NC(=O)CC(C(C(=O)C(C1O)C)(C)C)O)C(=CC3=CSC(=N3)C)C)C. Synergy scores: CSS=52.6, Synergy_ZIP=6.27, Synergy_Bliss=1.65, Synergy_Loewe=-20.5, Synergy_HSA=-2.11. (2) Drug 1: CC12CCC(CC1=CCC3C2CCC4(C3CC=C4C5=CN=CC=C5)C)O. Drug 2: C1CN1P(=S)(N2CC2)N3CC3. Cell line: HCC-2998. Synergy scores: CSS=20.0, Synergy_ZIP=-5.86, Synergy_Bliss=-10.1, Synergy_Loewe=-10.9, Synergy_HSA=-10.3. (3) Drug 1: CC1CCC2CC(C(=CC=CC=CC(CC(C(=O)C(C(C(=CC(C(=O)CC(OC(=O)C3CCCCN3C(=O)C(=O)C1(O2)O)C(C)CC4CCC(C(C4)OC)O)C)C)O)OC)C)C)C)OC. Drug 2: CC1CCCC2(C(O2)CC(NC(=O)CC(C(C(=O)C(C1O)C)(C)C)O)C(=CC3=CSC(=N3)C)C)C. Cell line: MOLT-4. Synergy scores: CSS=78.8, Synergy_ZIP=0.676, Synergy_Bliss=-0.145, Synergy_Loewe=-3.05, Synergy_HSA=0.300. (4) Drug 1: COC1=CC(=CC(=C1O)OC)C2C3C(COC3=O)C(C4=CC5=C(C=C24)OCO5)OC6C(C(C7C(O6)COC(O7)C8=CC=CS8)O)O. Cell line: NCI-H226. Synergy scores: CSS=21.6, Synergy_ZIP=-8.63, Synergy_Bliss=-4.92, Synergy_Loewe=-2.34, Synergy_HSA=-1.37. Drug 2: CC1CCC2CC(C(=CC=CC=CC(CC(C(=O)C(C(C(=CC(C(=O)CC(OC(=O)C3CCCCN3C(=O)C(=O)C1(O2)O)C(C)CC4CCC(C(C4)OC)O)C)C)O)OC)C)C)C)OC.